This data is from Retrosynthesis with 50K atom-mapped reactions and 10 reaction types from USPTO. The task is: Predict the reactants needed to synthesize the given product. (1) Given the product CC(C)(C)C[C@@H]1N[C@@H](C(=O)Nc2ccc(C(=O)O)cc2)[C@H](c2cccc(Cl)c2F)[C@@]1(C#N)c1ccc(Cl)cn1, predict the reactants needed to synthesize it. The reactants are: COC(=O)c1ccc(NC(=O)[C@@H]2N[C@@H](CC(C)(C)C)[C@](C#N)(c3ccc(Cl)cn3)[C@H]2c2cccc(Cl)c2F)cc1. (2) The reactants are: O=c1[nH]n(Cc2ccc(Cl)cc2)c2ccc([N+](=O)[O-])cc12. Given the product Nc1ccc2c(c1)c(=O)[nH]n2Cc1ccc(Cl)cc1, predict the reactants needed to synthesize it. (3) The reactants are: COc1cc(-c2cc(CCl)ccn2)cc(OC)c1OC.COc1ccc(NC2CCN(C(=O)OC(C)(C)C)CC2)cc1. Given the product COc1ccc(N(Cc2ccnc(-c3cc(OC)c(OC)c(OC)c3)c2)C2CCN(C(=O)OC(C)(C)C)CC2)cc1, predict the reactants needed to synthesize it.